The task is: Regression. Given two drug SMILES strings and cell line genomic features, predict the synergy score measuring deviation from expected non-interaction effect.. This data is from NCI-60 drug combinations with 297,098 pairs across 59 cell lines. (1) Cell line: RPMI-8226. Drug 1: C1CN(P(=O)(OC1)NCCCl)CCCl. Synergy scores: CSS=-0.0380, Synergy_ZIP=-1.43, Synergy_Bliss=-5.09, Synergy_Loewe=-4.85, Synergy_HSA=-5.34. Drug 2: C1C(C(OC1N2C=NC3=C2NC=NCC3O)CO)O. (2) Cell line: NCI-H322M. Synergy scores: CSS=-3.02, Synergy_ZIP=1.45, Synergy_Bliss=-2.32, Synergy_Loewe=-3.69, Synergy_HSA=-6.59. Drug 1: C1=NC2=C(N=C(N=C2N1C3C(C(C(O3)CO)O)F)Cl)N. Drug 2: CC(C)CN1C=NC2=C1C3=CC=CC=C3N=C2N. (3) Drug 1: CC1=C(C=C(C=C1)C(=O)NC2=CC(=CC(=C2)C(F)(F)F)N3C=C(N=C3)C)NC4=NC=CC(=N4)C5=CN=CC=C5. Drug 2: C(CC(=O)O)C(=O)CN.Cl. Cell line: NCI-H226. Synergy scores: CSS=10.3, Synergy_ZIP=-0.702, Synergy_Bliss=0.296, Synergy_Loewe=2.09, Synergy_HSA=1.23. (4) Drug 1: CN(C)N=NC1=C(NC=N1)C(=O)N. Drug 2: C1CC(=O)NC(=O)C1N2C(=O)C3=CC=CC=C3C2=O. Cell line: SK-MEL-2. Synergy scores: CSS=-2.29, Synergy_ZIP=1.11, Synergy_Bliss=-1.36, Synergy_Loewe=-2.23, Synergy_HSA=-4.34. (5) Drug 1: C1=CN(C=N1)CC(O)(P(=O)(O)O)P(=O)(O)O. Drug 2: CC1=C(N=C(N=C1N)C(CC(=O)N)NCC(C(=O)N)N)C(=O)NC(C(C2=CN=CN2)OC3C(C(C(C(O3)CO)O)O)OC4C(C(C(C(O4)CO)O)OC(=O)N)O)C(=O)NC(C)C(C(C)C(=O)NC(C(C)O)C(=O)NCCC5=NC(=CS5)C6=NC(=CS6)C(=O)NCCC[S+](C)C)O. Cell line: A549. Synergy scores: CSS=22.4, Synergy_ZIP=4.47, Synergy_Bliss=5.08, Synergy_Loewe=-13.9, Synergy_HSA=2.90. (6) Drug 1: CCC(=C(C1=CC=CC=C1)C2=CC=C(C=C2)OCCN(C)C)C3=CC=CC=C3.C(C(=O)O)C(CC(=O)O)(C(=O)O)O. Drug 2: C1C(C(OC1N2C=NC(=NC2=O)N)CO)O. Cell line: A498. Synergy scores: CSS=11.8, Synergy_ZIP=3.88, Synergy_Bliss=7.19, Synergy_Loewe=-0.633, Synergy_HSA=-1.43. (7) Drug 1: CC1=C2C(C(=O)C3(C(CC4C(C3C(C(C2(C)C)(CC1OC(=O)C(C(C5=CC=CC=C5)NC(=O)OC(C)(C)C)O)O)OC(=O)C6=CC=CC=C6)(CO4)OC(=O)C)O)C)O. Drug 2: C1CN1C2=NC(=NC(=N2)N3CC3)N4CC4. Cell line: UACC62. Synergy scores: CSS=36.1, Synergy_ZIP=-0.00199, Synergy_Bliss=1.16, Synergy_Loewe=0.823, Synergy_HSA=1.09. (8) Drug 1: C1=CC(=CC=C1CCCC(=O)O)N(CCCl)CCCl. Drug 2: CCC1(CC2CC(C3=C(CCN(C2)C1)C4=CC=CC=C4N3)(C5=C(C=C6C(=C5)C78CCN9C7C(C=CC9)(C(C(C8N6C)(C(=O)OC)O)OC(=O)C)CC)OC)C(=O)OC)O.OS(=O)(=O)O. Cell line: OVCAR3. Synergy scores: CSS=53.5, Synergy_ZIP=-10.6, Synergy_Bliss=-10.8, Synergy_Loewe=-28.2, Synergy_HSA=-8.29. (9) Drug 1: C1C(C(OC1N2C=NC3=C(N=C(N=C32)Cl)N)CO)O. Drug 2: CC(C)(C#N)C1=CC(=CC(=C1)CN2C=NC=N2)C(C)(C)C#N. Cell line: SN12C. Synergy scores: CSS=36.9, Synergy_ZIP=1.26, Synergy_Bliss=1.52, Synergy_Loewe=-9.68, Synergy_HSA=0.861. (10) Drug 1: CS(=O)(=O)CCNCC1=CC=C(O1)C2=CC3=C(C=C2)N=CN=C3NC4=CC(=C(C=C4)OCC5=CC(=CC=C5)F)Cl. Drug 2: C(=O)(N)NO. Cell line: SF-539. Synergy scores: CSS=5.45, Synergy_ZIP=-2.18, Synergy_Bliss=0.836, Synergy_Loewe=0.729, Synergy_HSA=1.14.